From a dataset of Catalyst prediction with 721,799 reactions and 888 catalyst types from USPTO. Predict which catalyst facilitates the given reaction. (1) Reactant: [CH3:1][S:2]([CH2:5][CH2:6][C:7]([OH:9])=O)(=[O:4])=[O:3].CN(C(ON1N=NC2C=CC=NC1=2)=[N+](C)C)C.F[P-](F)(F)(F)(F)F.CCN(C(C)C)C(C)C.[F:43][C:44]1[CH:52]=[C:51]2[C:47]([C:48]([C:53]3[CH:54]=[N:55][N:56]([CH:58]4[CH2:63][CH2:62][NH:61][CH2:60][CH2:59]4)[CH:57]=3)=[CH:49][NH:50]2)=[CH:46][CH:45]=1. Product: [F:43][C:44]1[CH:52]=[C:51]2[C:47]([C:48]([C:53]3[CH:54]=[N:55][N:56]([CH:58]4[CH2:63][CH2:62][N:61]([C:7](=[O:9])[CH2:6][CH2:5][S:2]([CH3:1])(=[O:4])=[O:3])[CH2:60][CH2:59]4)[CH:57]=3)=[CH:49][NH:50]2)=[CH:46][CH:45]=1. The catalyst class is: 3. (2) The catalyst class is: 13. Product: [CH3:6][O:7][C:8]1[C:13]([NH2:14])=[CH:12][C:11]([C:17]2([CH3:20])[CH2:19][CH2:18]2)=[CH:10][C:9]=1[NH2:21]. Reactant: O.O.[Sn](Cl)Cl.[CH3:6][O:7][C:8]1[C:13]([N+:14]([O-])=O)=[CH:12][C:11]([C:17]2([CH3:20])[CH2:19][CH2:18]2)=[CH:10][C:9]=1[N+:21]([O-])=O.[OH-].[Na+]. (3) Reactant: [CH3:1][C:2]1[CH:7]=[CH:6][CH:5]=[CH:4][C:3]=1[C:8](=[O:10])[CH3:9].[CH3:11][Mg]Cl.[NH4+].[Cl-]. Product: [CH3:1][C:2]1[CH:7]=[CH:6][CH:5]=[CH:4][C:3]=1[C:8]([OH:10])([CH3:11])[CH3:9]. The catalyst class is: 7. (4) Reactant: [F:1][C:2]1[CH:7]=[CH:6][C:5]([N:8]2[C:11](=[O:12])[C@H:10]([S:13][CH2:14][C:15]([C:17]3[CH:22]=[CH:21][C:20]([F:23])=[CH:19][CH:18]=3)=[O:16])[C@H:9]2[C:24]2[CH:38]=[CH:37][C:27]([O:28][CH2:29][C:30]([NH:32][CH2:33][C:34](O)=[O:35])=[O:31])=[CH:26][CH:25]=2)=[CH:4][CH:3]=1.CN1CCOCC1.CN(C(ON1N=NC2C=CC=CC1=2)=[N+](C)C)C.[B-](F)(F)(F)F.[NH2:68][CH:69]([C:74]([CH3:77])([CH3:76])[CH3:75])[CH2:70][C:71]([OH:73])=[O:72].[BH4-].[Na+]. Product: [F:1][C:2]1[CH:3]=[CH:4][C:5]([N:8]2[C:11](=[O:12])[C@H:10]([S:13][CH2:14][CH:15]([C:17]3[CH:18]=[CH:19][C:20]([F:23])=[CH:21][CH:22]=3)[OH:16])[C@H:9]2[C:24]2[CH:25]=[CH:26][C:27]([O:28][CH2:29][C:30]([NH:32][CH2:33][C:34]([NH:68][CH:69]([C:74]([CH3:77])([CH3:76])[CH3:75])[CH2:70][C:71]([OH:73])=[O:72])=[O:35])=[O:31])=[CH:37][CH:38]=2)=[CH:6][CH:7]=1. The catalyst class is: 656. (5) Reactant: [NH2:1][C:2]1[N:7]=[C:6]([CH2:8][C:9](=[O:13])[CH2:10][CH2:11][CH3:12])[CH:5]=[CH:4][CH:3]=1.[Cl:14][C:15]1[C:16]([CH3:25])=[C:17]([S:21](Cl)(=[O:23])=[O:22])[CH:18]=[CH:19][CH:20]=1. Product: [Cl:14][C:15]1[C:16]([CH3:25])=[C:17]([S:21]([NH:1][C:2]2[N:7]=[C:6](/[CH:8]=[C:9](\[O:13][S:21]([C:17]3[CH:18]=[CH:19][CH:20]=[C:15]([Cl:14])[C:16]=3[CH3:25])(=[O:22])=[O:23])/[CH2:10][CH2:11][CH3:12])[CH:5]=[CH:4][CH:3]=2)(=[O:23])=[O:22])[CH:18]=[CH:19][CH:20]=1.[CH:17]([S:21]([OH:23])(=[O:13])=[O:22])=[CH2:18]. The catalyst class is: 172. (6) Reactant: [C:1]1([CH2:7][C:8](=O)[CH2:9][C:10](=O)[CH3:11])[CH:6]=[CH:5][CH:4]=[CH:3][CH:2]=1.[C:14]([CH2:16][C:17]([NH2:19])=[O:18])#[N:15].N1CCCCC1. Product: [CH3:11][C:10]1[NH:19][C:17](=[O:18])[C:16]([C:14]#[N:15])=[C:8]([CH2:7][C:1]2[CH:6]=[CH:5][CH:4]=[CH:3][CH:2]=2)[CH:9]=1.[CH3:11][C:10]1[CH:9]=[C:8]([CH2:7][C:1]2[CH:6]=[CH:5][CH:4]=[CH:3][CH:2]=2)[NH:19][C:17](=[O:18])[C:16]=1[C:14]#[N:15]. The catalyst class is: 88. (7) Reactant: S(=O)(=O)(O)O.[Cr](O[Cr]([O-])(=O)=O)([O-])(=O)=[O:7].[Na+].[Na+].[CH3:17][CH2:18][CH:19]([O:21][C:22]([N:24]1[CH:29]([CH2:30][CH2:31][OH:32])[CH2:28][CH2:27][CH2:26][CH2:25]1)=[O:23])[CH3:20]. Product: [CH:19]([O:21][C:22]([N:24]1[CH2:25][CH2:26][CH2:27][CH2:28][CH:29]1[CH2:30][C:31]([OH:7])=[O:32])=[O:23])([CH2:18][CH3:17])[CH3:20]. The catalyst class is: 283.